Dataset: Peptide-MHC class I binding affinity with 185,985 pairs from IEDB/IMGT. Task: Regression. Given a peptide amino acid sequence and an MHC pseudo amino acid sequence, predict their binding affinity value. This is MHC class I binding data. (1) The peptide sequence is APGFNTTPAT. The MHC is HLA-B07:02 with pseudo-sequence HLA-B07:02. The binding affinity (normalized) is 0.200. (2) The peptide sequence is ISIYSRPKIK. The MHC is HLA-A11:01 with pseudo-sequence HLA-A11:01. The binding affinity (normalized) is 0.314. (3) The peptide sequence is SYLKPHIFE. The MHC is HLA-B15:01 with pseudo-sequence HLA-B15:01. The binding affinity (normalized) is 0.0847.